This data is from Full USPTO retrosynthesis dataset with 1.9M reactions from patents (1976-2016). The task is: Predict the reactants needed to synthesize the given product. (1) Given the product [CH:36]1[CH:35]=[CH:34][C:33]([S:30]([N:28]([S:25]([C:22]2[CH:23]=[CH:24][CH:19]=[CH:20][CH:21]=2)(=[O:26])=[O:27])[F:29])(=[O:31])=[O:32])=[CH:38][CH:37]=1.[C:1]([O:5][C:6]([NH:8][C:9]1[S:10][C:11]([F:43])=[CH:12][N:13]=1)=[O:7])([CH3:4])([CH3:2])[CH3:3], predict the reactants needed to synthesize it. The reactants are: [C:1]([O:5][C:6]([NH:8][C:9]1[S:10][CH:11]=[CH:12][N:13]=1)=[O:7])([CH3:4])([CH3:3])[CH3:2].[Li]C(C)(C)C.[CH:19]1[CH:24]=[CH:23][C:22]([S:25]([N:28]([S:30]([C:33]2[CH:38]=[CH:37][CH:36]=[CH:35][CH:34]=2)(=[O:32])=[O:31])[F:29])(=[O:27])=[O:26])=[CH:21][CH:20]=1.[NH4+].[Cl-].C(O)C(F)(F)[F:43]. (2) The reactants are: [Cl-].[NH4+].[Br:3][C:4]1[CH:12]=[CH:11][C:7]([C:8]([OH:10])=[O:9])=[C:6]([N+:13]([O-])=O)[CH:5]=1. Given the product [NH2:13][C:6]1[CH:5]=[C:4]([Br:3])[CH:12]=[CH:11][C:7]=1[C:8]([OH:10])=[O:9], predict the reactants needed to synthesize it.